This data is from Catalyst prediction with 721,799 reactions and 888 catalyst types from USPTO. The task is: Predict which catalyst facilitates the given reaction. (1) Reactant: Cl[C:2]1[C:11]2=[N:12][N:13](CC3C=CC(OC)=CC=3)[CH:14]=[C:10]2[C:9]2[CH:8]=[C:7]([O:24][CH3:25])[CH:6]=[CH:5][C:4]=2[N:3]=1.[CH3:26][O:27][C:28]1[CH:29]=[C:30]([CH:32]=[CH:33][C:34]=1[O:35][CH3:36])[NH2:31].Cl. Product: [CH3:26][O:27][C:28]1[CH:29]=[C:30]([NH:31][C:2]2[C:11]3=[N:12][NH:13][CH:14]=[C:10]3[C:9]3[CH:8]=[C:7]([O:24][CH3:25])[CH:6]=[CH:5][C:4]=3[N:3]=2)[CH:32]=[CH:33][C:34]=1[O:35][CH3:36]. The catalyst class is: 71. (2) Reactant: C(OC(=O)[NH:7][C@H:8]([C:19]1[N:23]([C:24]2[CH:29]=[CH:28][CH:27]=[CH:26][CH:25]=2)[C:22]2[CH:30]=[C:31]([F:34])[CH:32]=[CH:33][C:21]=2[N:20]=1)[C@H:9]([O:11][CH2:12][C:13]1[CH:18]=[CH:17][CH:16]=[CH:15][CH:14]=1)[CH3:10])(C)(C)C.C(O)(C(F)(F)F)=O. Product: [CH2:12]([O:11][C@H:9]([CH3:10])[C@H:8]([NH2:7])[C:19]1[N:23]([C:24]2[CH:29]=[CH:28][CH:27]=[CH:26][CH:25]=2)[C:22]2[CH:30]=[C:31]([F:34])[CH:32]=[CH:33][C:21]=2[N:20]=1)[C:13]1[CH:14]=[CH:15][CH:16]=[CH:17][CH:18]=1. The catalyst class is: 2. (3) Reactant: [C:1]([O:4][C:5]1[CH:10]=[CH:9][CH:8]=[C:7]([C:11]2[N:20]=[C:19](Cl)[C:18]3[C:13](=[CH:14][CH:15]=[CH:16][CH:17]=3)[N:12]=2)[CH:6]=1)(=[O:3])[CH3:2].[NH2:22][C:23]1[CH:24]=[C:25]2[C:29](=[CH:30][CH:31]=1)[N:28]([C:32]([O:34][C:35]([CH3:38])([CH3:37])[CH3:36])=[O:33])[N:27]=[CH:26]2. Product: [C:1]([O:4][C:5]1[CH:6]=[C:7]([C:11]2[N:20]=[C:19]([NH:22][C:23]3[CH:24]=[C:25]4[C:29](=[CH:30][CH:31]=3)[N:28]([C:32]([O:34][C:35]([CH3:38])([CH3:37])[CH3:36])=[O:33])[N:27]=[CH:26]4)[C:18]3[C:13](=[CH:14][CH:15]=[CH:16][CH:17]=3)[N:12]=2)[CH:8]=[CH:9][CH:10]=1)(=[O:3])[CH3:2]. The catalyst class is: 32. (4) Reactant: [F:1][C:2]([F:9])([F:8])[C:3]([O:5]CC)=O.[H-].[Na+].[Br:12][C:13]1[N:18]=[C:17]([C:19](=[O:21])[CH3:20])[CH:16]=[CH:15][CH:14]=1.Cl. Product: [Br:12][C:13]1[N:18]=[C:17]([C:19](=[O:21])[CH2:20][C:3](=[O:5])[C:2]([F:1])([F:8])[F:9])[CH:16]=[CH:15][CH:14]=1. The catalyst class is: 636.